Predict the reaction yield, written as a fraction of the theoretical maximum amount of product (1.0 means a 100% yield; for example, 0.34 means a 34% yield). From a dataset of Reaction yield outcomes from USPTO patents with 853,638 reactions. The reactants are [NH2:1][CH2:2][C:3]1[C:8]([CH2:9][CH3:10])=[N:7][C:6]2[N:11]([CH2:14][CH3:15])[N:12]=[CH:13][C:5]=2[C:4]=1[NH:16][CH:17]1[CH2:22][CH2:21][O:20][CH2:19][CH2:18]1.[CH3:23][O:24][C:25]([C:27]1[CH:28]=[C:29]([CH:33]=[CH:34][CH:35]=1)[C:30](O)=[O:31])=[O:26].C(Cl)CCl. The catalyst is C(Cl)Cl. The product is [CH2:14]([N:11]1[C:6]2=[N:7][C:8]([CH2:9][CH3:10])=[C:3]([CH2:2][NH:1][C:30]([C:29]3[CH:28]=[C:27]([CH:35]=[CH:34][CH:33]=3)[C:25]([O:24][CH3:23])=[O:26])=[O:31])[C:4]([NH:16][CH:17]3[CH2:18][CH2:19][O:20][CH2:21][CH2:22]3)=[C:5]2[CH:13]=[N:12]1)[CH3:15]. The yield is 0.500.